Dataset: Forward reaction prediction with 1.9M reactions from USPTO patents (1976-2016). Task: Predict the product of the given reaction. (1) Given the reactants [N+:1]([C:4]1[C:12]2[C:7](=[CH:8][CH:9]=[C:10]([C:13]([N:15]3[CH2:19][CH2:18][C@@H:17]([NH:20]C(=O)OC(C)(C)C)[CH2:16]3)=[O:14])[CH:11]=2)[NH:6][C:5]=1[C:28]1[C:37](=[O:38])[NH:36][C:35]2[C:30](=[CH:31][CH:32]=[CH:33][CH:34]=2)[N:29]=1)([O-:3])=[O:2].C(O)(C(F)(F)F)=O.CCOCC, predict the reaction product. The product is: [NH2:20][C@@H:17]1[CH2:18][CH2:19][N:15]([C:13]([C:10]2[CH:11]=[C:12]3[C:7](=[CH:8][CH:9]=2)[NH:6][C:5]([C:28]2[C:37](=[O:38])[NH:36][C:35]4[C:30]([N:29]=2)=[CH:31][CH:32]=[CH:33][CH:34]=4)=[C:4]3[N+:1]([O-:3])=[O:2])=[O:14])[CH2:16]1. (2) Given the reactants [F:1][C:2]1[CH:14]=[CH:13][C:5]([C:6]([O:8][C:9]([CH3:12])([CH3:11])[CH3:10])=[O:7])=[CH:4][C:3]=1[CH3:15].Br[N:17]1C(=O)CC[C:18]1=O.C(OOC(=O)C1C=CC=CC=1)(=O)C1C=CC=CC=1.[Br-].CN, predict the reaction product. The product is: [F:1][C:2]1[CH:14]=[CH:13][C:5]([C:6]([O:8][C:9]([CH3:10])([CH3:11])[CH3:12])=[O:7])=[CH:4][C:3]=1[CH2:15][NH:17][CH3:18].